Dataset: Catalyst prediction with 721,799 reactions and 888 catalyst types from USPTO. Task: Predict which catalyst facilitates the given reaction. (1) Reactant: [F:1][C:2]([F:11])([F:10])[C:3]1[CH:8]=[CH:7][CH:6]=[CH:5][C:4]=1[OH:9].[Br:12]Br.OS([O-])=O.[Na+]. Product: [Br:12][C:7]1[CH:6]=[CH:5][C:4]([OH:9])=[C:3]([C:2]([F:10])([F:11])[F:1])[CH:8]=1. The catalyst class is: 2. (2) Reactant: Br[C:2]1[N:3]=[N:4][N:5]2[CH2:10][CH2:9][N:8]([C:11]([O:13][C:14]([CH3:17])([CH3:16])[CH3:15])=[O:12])[CH2:7][C:6]=12.[F:18][C:19]1[CH:24]=[CH:23][C:22](B(O)O)=[CH:21][CH:20]=1.C([O-])([O-])=O.[K+].[K+]. Product: [F:18][C:19]1[CH:24]=[CH:23][C:22]([C:2]2[N:3]=[N:4][N:5]3[CH2:10][CH2:9][N:8]([C:11]([O:13][C:14]([CH3:17])([CH3:16])[CH3:15])=[O:12])[CH2:7][C:6]=23)=[CH:21][CH:20]=1. The catalyst class is: 70. (3) Reactant: Cl[C:2]1[CH:7]=[CH:6][N:5]=[C:4]2[C:8]([CH3:11])=[CH:9][S:10][C:3]=12.[C:12]([N:15]1[CH2:20][CH2:19][CH:18]([C:21]2[N:22]=[C:23]([NH:26][C:27]3[N:32]=[CH:31][C:30]([S:33]CCC(OC)=O)=[CH:29][C:28]=3[O:40][C:41]3[CH:46]=[CH:45][CH:44]=[CH:43][CH:42]=3)[S:24][CH:25]=2)[CH2:17][CH2:16]1)(=[O:14])[CH3:13].CC([O-])(C)C.[K+]. Product: [CH3:11][C:8]1[C:4]2=[N:5][CH:6]=[CH:7][C:2]([S:33][C:30]3[CH:29]=[C:28]([O:40][C:41]4[CH:46]=[CH:45][CH:44]=[CH:43][CH:42]=4)[C:27]([NH:26][C:23]4[S:24][CH:25]=[C:21]([CH:18]5[CH2:19][CH2:20][N:15]([C:12](=[O:14])[CH3:13])[CH2:16][CH2:17]5)[N:22]=4)=[N:32][CH:31]=3)=[C:3]2[S:10][CH:9]=1. The catalyst class is: 16.